This data is from Catalyst prediction with 721,799 reactions and 888 catalyst types from USPTO. The task is: Predict which catalyst facilitates the given reaction. (1) Reactant: C1(P(C2C=CC=CC=2)C2C=CC=CC=2)C=CC=CC=1.BrBr.C(N(CC)CC)C.[C:29]([NH:32][CH2:33][C:34]([N:36]([CH3:38])[CH3:37])=[O:35])(=O)[CH3:30]. Product: [CH3:37][N:36]([CH3:38])[C:34]1[O:35][C:29]([CH3:30])=[N:32][CH:33]=1. The catalyst class is: 635. (2) Reactant: [CH3:1][C:2]1[N:6]([CH2:7][C:8]2[CH:13]=[CH:12][C:11]([CH3:14])=[CH:10][CH:9]=2)[N:5]=[C:4]([C:15](OC)=[O:16])[CH:3]=1.[H-].[Al+3].[Li+].[H-].[H-].[H-].O.[OH-].[Na+]. Product: [CH3:1][C:2]1[N:6]([CH2:7][C:8]2[CH:13]=[CH:12][C:11]([CH3:14])=[CH:10][CH:9]=2)[N:5]=[C:4]([CH2:15][OH:16])[CH:3]=1. The catalyst class is: 1. (3) Reactant: [CH3:1][N:2]1[N:6]=[C:5]([CH:7]2[CH2:12][CH2:11][N:10]([C:13]3[CH:18]=[CH:17][C:16]([N+:19]([O-])=O)=[CH:15][CH:14]=3)[CH2:9][CH2:8]2)[O:4][C:3]1=[O:22].O.O.Cl[Sn]Cl. Product: [NH2:19][C:16]1[CH:15]=[CH:14][C:13]([N:10]2[CH2:9][CH2:8][CH:7]([C:5]3[O:4][C:3](=[O:22])[N:2]([CH3:1])[N:6]=3)[CH2:12][CH2:11]2)=[CH:18][CH:17]=1. The catalyst class is: 5. (4) Reactant: [Br:1][C:2]1[CH:3]=[CH:4][C:5]([F:18])=[C:6]([C:8]([NH:13][C:14](=[O:17])[CH2:15]Cl)([CH2:11][OH:12])[CH2:9][OH:10])[CH:7]=1.CC(C)([O-])C.[K+].Cl.O. Product: [Br:1][C:2]1[CH:3]=[CH:4][C:5]([F:18])=[C:6]([C:8]2([CH2:11][OH:12])[NH:13][C:14](=[O:17])[CH2:15][O:10][CH2:9]2)[CH:7]=1. The catalyst class is: 218. (5) Reactant: CCN(C(C)C)C(C)C.[F:10][C:11]([F:28])([F:27])[O:12][C:13]1[CH:14]=[CH:15][CH:16]=[C:17]2[C:22]=1[O:21][C:20](=[O:23])[C:19]([C:24]([OH:26])=O)=[CH:18]2.CN(C(ON1N=NC2C=CC=NC1=2)=[N+](C)C)C.F[P-](F)(F)(F)(F)F.[CH3:53][O:54][C:55]1[CH:60]=[C:59]([O:61][CH3:62])[CH:58]=[CH:57][C:56]=1[C:63]1[CH:68]=[CH:67][CH:66]=[C:65]([NH2:69])[CH:64]=1. Product: [CH3:53][O:54][C:55]1[CH:60]=[C:59]([O:61][CH3:62])[CH:58]=[CH:57][C:56]=1[C:63]1[CH:68]=[CH:67][CH:66]=[C:65]([NH:69][C:24]([C:19]2[C:20](=[O:23])[O:21][C:22]3[C:17]([CH:18]=2)=[CH:16][CH:15]=[CH:14][C:13]=3[O:12][C:11]([F:10])([F:28])[F:27])=[O:26])[CH:64]=1. The catalyst class is: 3. (6) Reactant: [NH2:1][O:2][C:3]1[CH:8]=[CH:7][C:6]([N+:9]([O-:11])=[O:10])=[CH:5][C:4]=1[N+:12]([O-:14])=[O:13].[N:15]1[CH:20]=[CH:19][CH:18]=[C:17]([CH2:21][OH:22])[CH:16]=1. Product: [N+:12]([C:4]1[CH:5]=[C:6]([N+:9]([O-:11])=[O:10])[CH:7]=[CH:8][C:3]=1[O-:2])([O-:14])=[O:13].[NH2:1][N+:15]1[CH:20]=[CH:19][CH:18]=[C:17]([CH2:21][OH:22])[CH:16]=1. The catalyst class is: 10. (7) Reactant: [CH2:1]([C:5]1[CH:10]=[CH:9][C:8]([CH:11]([CH3:15])[C:12](Cl)=[O:13])=[CH:7][CH:6]=1)[CH:2]([CH3:4])[CH3:3].Cl.[CH3:17][O:18][C:19](=[O:33])[C@H:20]([CH2:22][CH2:23][CH:24]([C:26]([O:28][C:29]([CH3:32])([CH3:31])[CH3:30])=[O:27])[NH2:25])[NH2:21].C(N(CC)CC)C. Product: [CH3:17][O:18][C:19](=[O:33])[C@H:20]([CH2:22][CH2:23][CH:24]([C:26]([O:28][C:29]([CH3:31])([CH3:30])[CH3:32])=[O:27])[NH2:25])[NH:21][C:12](=[O:13])[CH:11]([C:8]1[CH:9]=[CH:10][C:5]([CH2:1][CH:2]([CH3:4])[CH3:3])=[CH:6][CH:7]=1)[CH3:15]. The catalyst class is: 34. (8) Reactant: Cl[C:2]1[CH:7]=[C:6]([O:8][CH2:9][C:10]2[CH:15]=[CH:14][CH:13]=[CH:12][N:11]=2)[N:5]=[C:4]2[CH2:16][CH2:17][CH2:18][C:3]=12.C([Sn](CCCC)(CCCC)[C:24]1[CH:29]=[N:28][CH:27]=[CH:26][N:25]=1)CCC.CN(C=O)C. Product: [N:25]1[CH:26]=[CH:27][N:28]=[CH:29][C:24]=1[C:2]1[CH:7]=[C:6]([O:8][CH2:9][C:10]2[CH:15]=[CH:14][CH:13]=[CH:12][N:11]=2)[N:5]=[C:4]2[CH2:16][CH2:17][CH2:18][C:3]=12. The catalyst class is: 535. (9) Reactant: [C:1]([C:5]1[CH:10]=[CH:9][CH:8]=[CH:7][C:6]=1[NH:11][C:12](=[O:14])[CH3:13])([CH3:4])([CH3:3])[CH3:2].S(Cl)([Cl:18])(=O)=O. Product: [C:1]([C:5]1[CH:10]=[C:9]([Cl:18])[CH:8]=[CH:7][C:6]=1[NH:11][C:12](=[O:14])[CH3:13])([CH3:4])([CH3:2])[CH3:3]. The catalyst class is: 15. (10) Reactant: [Cl:1][C:2]1[CH:7]=[C:6]([N+:8]([O-])=O)[C:5]([CH3:11])=[CH:4][C:3]=1[CH2:12][C:13]([O:15][CH3:16])=[O:14].[BH4-].[Na+]. Product: [NH2:8][C:6]1[C:5]([CH3:11])=[CH:4][C:3]([CH2:12][C:13]([O:15][CH3:16])=[O:14])=[C:2]([Cl:1])[CH:7]=1. The catalyst class is: 5.